Dataset: Full USPTO retrosynthesis dataset with 1.9M reactions from patents (1976-2016). Task: Predict the reactants needed to synthesize the given product. (1) Given the product [CH2:38]([S:40][C:2]1[CH:27]=[CH:26][C:5]([O:6][CH:7]2[CH2:11][CH2:10][N:9]([CH:12]3[CH2:17][CH2:16][N:15]([C:18]([O:20][C:21]([CH3:24])([CH3:23])[CH3:22])=[O:19])[CH2:14][CH2:13]3)[C:8]2=[O:25])=[C:4]([F:28])[CH:3]=1)[CH3:39], predict the reactants needed to synthesize it. The reactants are: Br[C:2]1[CH:27]=[CH:26][C:5]([O:6][CH:7]2[CH2:11][CH2:10][N:9]([CH:12]3[CH2:17][CH2:16][N:15]([C:18]([O:20][C:21]([CH3:24])([CH3:23])[CH3:22])=[O:19])[CH2:14][CH2:13]3)[C:8]2=[O:25])=[C:4]([F:28])[CH:3]=1.C(N(C(C)C)C(C)C)C.[CH2:38]([SH:40])[CH3:39]. (2) Given the product [C:24]([O:28][C:29]([N:31]1[CH2:37][CH2:36][C:35]2[CH:38]=[CH:39][C:40]([NH:42][C:2]3[N:23]=[C:5]4[C:6]([C:10]5[CH:15]=[C:14]([C:16]([F:19])([F:18])[F:17])[CH:13]=[CH:12][C:11]=5[O:20][CH2:21][CH3:22])=[CH:7][CH:8]=[CH:9][N:4]4[N:3]=3)=[CH:41][C:34]=2[CH2:33][CH2:32]1)=[O:30])([CH3:27])([CH3:25])[CH3:26], predict the reactants needed to synthesize it. The reactants are: Cl[C:2]1[N:23]=[C:5]2[C:6]([C:10]3[CH:15]=[C:14]([C:16]([F:19])([F:18])[F:17])[CH:13]=[CH:12][C:11]=3[O:20][CH2:21][CH3:22])=[CH:7][CH:8]=[CH:9][N:4]2[N:3]=1.[C:24]([O:28][C:29]([N:31]1[CH2:37][CH2:36][C:35]2[CH:38]=[CH:39][C:40]([NH2:42])=[CH:41][C:34]=2[CH2:33][CH2:32]1)=[O:30])([CH3:27])([CH3:26])[CH3:25].